This data is from Catalyst prediction with 721,799 reactions and 888 catalyst types from USPTO. The task is: Predict which catalyst facilitates the given reaction. Reactant: N1(CCCO[C:10]2[CH:15]=[CH:14][C:13]([N+:16]([O-])=O)=[CH:12][CH:11]=2)CCCC1.C(OC)(C)(C)C.C(O)=O.[C:28]1([CH3:38])[CH:33]=[CH:32][C:31]([S:34]([OH:37])(=[O:36])=[O:35])=[CH:30][CH:29]=1. Product: [C:28]1([CH3:38])[CH:29]=[CH:30][C:31]([S:34]([OH:37])(=[O:35])=[O:36])=[CH:32][CH:33]=1.[C:28]1([CH3:38])[CH:29]=[CH:30][C:31]([S:34]([OH:37])(=[O:35])=[O:36])=[CH:32][CH:33]=1.[NH2:16][C:13]1[CH:14]=[CH:15][CH:10]=[CH:11][CH:12]=1. The catalyst class is: 5.